Dataset: Full USPTO retrosynthesis dataset with 1.9M reactions from patents (1976-2016). Task: Predict the reactants needed to synthesize the given product. Given the product [Cl:1][C:2]1[CH:3]=[C:4]2[C:8](=[CH:9][CH:10]=1)[NH:7][CH:6]=[C:5]2[CH2:11][CH2:12][NH:13][C:14]([C:15]1[CH:20]=[CH:19][C:18]([C:29]2[CH:28]=[CH:27][CH:26]=[C:25]([O:24][CH3:23])[CH:30]=2)=[CH:17][CH:16]=1)=[O:22], predict the reactants needed to synthesize it. The reactants are: [Cl:1][C:2]1[CH:3]=[C:4]2[C:8](=[CH:9][CH:10]=1)[NH:7][CH:6]=[C:5]2[CH2:11][CH2:12][NH:13][C:14](=[O:22])[C:15]1[CH:20]=[CH:19][C:18](I)=[CH:17][CH:16]=1.[CH3:23][O:24][C:25]1[CH:26]=[C:27](B(O)O)[CH:28]=[CH:29][CH:30]=1.C(=O)([O-])[O-].[Na+].[Na+].